Dataset: Reaction yield outcomes from USPTO patents with 853,638 reactions. Task: Predict the reaction yield, written as a fraction of the theoretical maximum amount of product (1.0 means a 100% yield; for example, 0.34 means a 34% yield). The reactants are [F:1][C:2]1[CH:9]=[C:8]([F:10])[CH:7]=[CH:6][C:3]=1[CH2:4][NH2:5].[CH:11]1([CH:17]=O)[CH2:16][CH2:15][CH2:14][CH2:13][CH2:12]1.C(O)(=O)C.C([BH3-])#N.[Na+]. The catalyst is CO.O. The product is [CH:11]1([CH2:17][NH:5][CH2:4][C:3]2[CH:6]=[CH:7][C:8]([F:10])=[CH:9][C:2]=2[F:1])[CH2:16][CH2:15][CH2:14][CH2:13][CH2:12]1. The yield is 0.500.